Task: Predict the reactants needed to synthesize the given product.. Dataset: Full USPTO retrosynthesis dataset with 1.9M reactions from patents (1976-2016) (1) Given the product [N:25]12[CH2:30][CH2:29][CH:28]([CH2:27][CH2:26]1)[CH:23]([O:22][C:11](=[O:12])[NH:10][C:7]1([C:4]3[CH:3]=[C:2]([Br:1])[S:6][CH:5]=3)[CH2:9][CH2:8]1)[CH2:24]2, predict the reactants needed to synthesize it. The reactants are: [Br:1][C:2]1[S:6][CH:5]=[C:4]([C:7]([NH2:10])([CH3:9])[CH3:8])[CH:3]=1.[C:11](=O)([O:22][CH:23]1[CH:28]2[CH2:29][CH2:30][N:25]([CH2:26][CH2:27]2)[CH2:24]1)[O:12]C1C=CC([N+]([O-])=O)=CC=1. (2) Given the product [C:24]([O:23][C:21](=[O:22])[NH:20][CH2:19][C:15]1[CH:16]=[CH:17][CH:18]=[C:13]2[C:14]=1[C:28](=[O:30])[N:34]([CH:35]1[CH2:41][CH2:40][C:39](=[O:42])[NH:38][C:36]1=[O:37])[C:12]2=[O:32])([CH3:25])([CH3:26])[CH3:27], predict the reactants needed to synthesize it. The reactants are: C(N(C(C)C)CC)(C)C.CO[C:12](=[O:32])[C:13]1[CH:18]=[CH:17][CH:16]=[C:15]([CH2:19][NH:20][C:21]([O:23][C:24]([CH3:27])([CH3:26])[CH3:25])=[O:22])[C:14]=1[C:28]([O:30]C)=O.Cl.[NH2:34][CH:35]1[CH2:41][CH2:40][C:39](=[O:42])[NH:38][C:36]1=[O:37].O. (3) The reactants are: F[C:2]1[CH:3]=[C:4]2[C:8](=[CH:9][CH:10]=1)[NH:7][CH:6]=[C:5]2[CH:11]1[CH2:15][C:14](=[O:16])[NH:13][C:12]1=[O:17].[Cl:18]C1C=C2C(=CC=1)NC=C2.C1(=O)NC(=O)C=C1. Given the product [Cl:18][C:2]1[CH:3]=[C:4]2[C:8](=[CH:9][CH:10]=1)[NH:7][CH:6]=[C:5]2[CH:11]1[CH2:15][C:14](=[O:16])[NH:13][C:12]1=[O:17], predict the reactants needed to synthesize it. (4) Given the product [Br:1][C:2]1[CH:3]=[CH:4][C:5]([O:11][CH:12]([F:13])[F:14])=[C:6]([CH2:8][CH2:9][O:10][CH3:21])[CH:7]=1, predict the reactants needed to synthesize it. The reactants are: [Br:1][C:2]1[CH:3]=[CH:4][C:5]([O:11][CH:12]([F:14])[F:13])=[C:6]([CH2:8][CH2:9][OH:10])[CH:7]=1.[OH-].[Na+].S(OC)(O[CH3:21])(=O)=O. (5) Given the product [C:7]([N:14]1[CH2:15][CH2:16][CH:17]([CH2:20]/[CH:21]=[CH:34]/[C:32]([O:31][CH3:30])=[O:33])[CH2:18][CH2:19]1)([O:9][C:10]([CH3:11])([CH3:12])[CH3:13])=[O:8], predict the reactants needed to synthesize it. The reactants are: C(Cl)(=O)C(Cl)=O.[C:7]([N:14]1[CH2:19][CH2:18][CH:17]([CH2:20][CH2:21]O)[CH2:16][CH2:15]1)([O:9][C:10]([CH3:13])([CH3:12])[CH3:11])=[O:8].CN1CCOCC1.[CH3:30][O:31][C:32]([CH:34]=P(C1C=CC=CC=1)(C1C=CC=CC=1)C1C=CC=CC=1)=[O:33]. (6) Given the product [CH2:31]([C:33]1[CH:34]=[CH:35][C:36]([C@H:39]2[CH2:47][N:46]3[C@H:41]([CH:42]=[C:43]([C:2]4[C:3]([C:25]5[CH:30]=[CH:29][N:28]=[CH:27][CH:26]=5)=[C:4]([C:17]5[CH:22]=[CH:21][C:20]([F:23])=[C:19]([F:24])[CH:18]=5)[NH:5][CH:6]=4)[CH2:44][CH2:45]3)[CH2:40]2)=[CH:37][CH:38]=1)[CH3:32], predict the reactants needed to synthesize it. The reactants are: Br[C:2]1[C:3]([C:25]2[CH:30]=[CH:29][N:28]=[CH:27][CH:26]=2)=[C:4]([C:17]2[CH:22]=[CH:21][C:20]([F:23])=[C:19]([F:24])[CH:18]=2)[N:5]([Si](C(C)C)(C(C)C)C(C)C)[CH:6]=1.[CH2:31]([C:33]1[CH:38]=[CH:37][C:36]([C@H:39]2[CH2:47][N:46]3[C@H:41]([CH2:42][C:43](=O)[CH2:44][CH2:45]3)[CH2:40]2)=[CH:35][CH:34]=1)[CH3:32].C(OCC)(=O)C.CO. (7) The reactants are: Cl.[C:2]([C:4]1[CH:5]=[C:6]2[C:10](=[CH:11][CH:12]=1)[NH:9][CH:8]=[C:7]2[CH2:13][CH2:14][CH2:15][CH2:16][N:17]1[CH2:22][CH2:21][N:20]([C:23]2[CH:24]=[CH:25][C:26]3[O:30][C:29]([C:31]([O:33]CC)=O)=[CH:28][C:27]=3[CH:36]=2)[CH2:19][CH2:18]1)#[N:3].O.[NH3:38]. Given the product [CH:12]1[C:4]([C:2]#[N:3])=[CH:5][C:6]2[C:7]([CH2:13][CH2:14][CH2:15][CH2:16][N:17]3[CH2:22][CH2:21][N:20]([C:23]4[CH:24]=[CH:25][C:26]5[O:30][C:29]([C:31]([NH2:38])=[O:33])=[CH:28][C:27]=5[CH:36]=4)[CH2:19][CH2:18]3)=[CH:8][NH:9][C:10]=2[CH:11]=1, predict the reactants needed to synthesize it. (8) Given the product [CH3:2][N:3]([C:25]1[N:30]=[C:29]([C:31]([F:34])([F:33])[F:32])[CH:28]=[CH:27][N:26]=1)[CH2:4][CH2:5][C@H:6]1[CH2:11][CH2:10][C@H:9]([C:12]([OH:14])=[O:13])[CH2:8][CH2:7]1, predict the reactants needed to synthesize it. The reactants are: Cl.[CH3:2][NH:3][CH2:4][CH2:5][C@H:6]1[CH2:11][CH2:10][C@H:9]([C:12]([OH:14])=[O:13])[CH2:8][CH2:7]1.CCN(C(C)C)C(C)C.Cl[C:25]1[N:30]=[C:29]([C:31]([F:34])([F:33])[F:32])[CH:28]=[CH:27][N:26]=1.